From a dataset of Forward reaction prediction with 1.9M reactions from USPTO patents (1976-2016). Predict the product of the given reaction. Given the reactants [CH:1]1([CH2:4][O:5][C:6]2[C:11]([O:12][CH3:13])=[CH:10][CH:9]=[CH:8][C:7]=2/[CH:14]=[CH:15]/[C:16]2[N:17]=[C:18]3[S:25][CH:24]=[C:23]([CH3:26])[N:19]3[C:20](=[O:22])[CH:21]=2)[CH2:3][CH2:2]1.[I:27]N1C(=O)CCC1=O, predict the reaction product. The product is: [CH:1]1([CH2:4][O:5][C:6]2[C:11]([O:12][CH3:13])=[CH:10][CH:9]=[CH:8][C:7]=2/[CH:14]=[CH:15]/[C:16]2[N:17]=[C:18]3[S:25][CH:24]=[C:23]([CH3:26])[N:19]3[C:20](=[O:22])[C:21]=2[I:27])[CH2:3][CH2:2]1.